From a dataset of Peptide-MHC class I binding affinity with 185,985 pairs from IEDB/IMGT. Regression. Given a peptide amino acid sequence and an MHC pseudo amino acid sequence, predict their binding affinity value. This is MHC class I binding data. (1) The peptide sequence is LTANAITLAHM. The MHC is Mamu-A01 with pseudo-sequence Mamu-A01. The binding affinity (normalized) is 0.757. (2) The peptide sequence is ISYTYNDNW. The MHC is HLA-B44:02 with pseudo-sequence HLA-B44:02. The binding affinity (normalized) is 0.0847. (3) The peptide sequence is DQAMTQMYK. The MHC is HLA-A33:01 with pseudo-sequence HLA-A33:01. The binding affinity (normalized) is 0.164. (4) The MHC is HLA-A31:01 with pseudo-sequence HLA-A31:01. The peptide sequence is SSCKMALLFK. The binding affinity (normalized) is 0.607.